This data is from Full USPTO retrosynthesis dataset with 1.9M reactions from patents (1976-2016). The task is: Predict the reactants needed to synthesize the given product. (1) Given the product [CH:11]([C:14]1[CH:15]=[CH:16][C:17](/[CH:20]=[CH:21]/[CH:22]=[O:23])=[CH:18][CH:19]=1)([CH3:13])[CH3:12], predict the reactants needed to synthesize it. The reactants are: C(Cl)(=O)C(Cl)=O.CS(C)=O.[CH:11]([C:14]1[CH:19]=[CH:18][C:17](/[CH:20]=[CH:21]/[CH2:22][OH:23])=[CH:16][CH:15]=1)([CH3:13])[CH3:12].C(N(CC)CC)C. (2) Given the product [OH:8][CH2:9][C:10]1[N:15]=[CH:14][N:13]=[C:12]([O:16][C:17]2[CH:18]=[C:19]3[C:23](=[CH:24][CH:25]=2)[N:22]([C:26](=[O:28])[CH3:27])[CH:21]=[CH:20]3)[CH:11]=1, predict the reactants needed to synthesize it. The reactants are: C([O:8][CH2:9][C:10]1[N:15]=[CH:14][N:13]=[C:12]([O:16][C:17]2[CH:18]=[C:19]3[C:23](=[CH:24][CH:25]=2)[N:22]([C:26](=[O:28])[CH3:27])[CH:21]=[CH:20]3)[CH:11]=1)C1C=CC=CC=1.FC(F)(F)C(O)=O.C(=O)(O)[O-].[Na+].O. (3) Given the product [F:1][C:2]1[C:7]([CH3:8])=[CH:6][CH:5]=[CH:4][C:3]=1[CH2:9][N:10]1[C:14]2[CH:15]=[C:16]([N:23]3[CH2:28][CH2:27][O:26][CH2:25][CH2:24]3)[CH:17]=[C:18]([C:19]([OH:21])=[O:20])[C:13]=2[N:12]=[C:11]1[CH3:29], predict the reactants needed to synthesize it. The reactants are: [F:1][C:2]1[C:7]([CH3:8])=[CH:6][CH:5]=[CH:4][C:3]=1[CH2:9][N:10]1[C:14]2[CH:15]=[C:16]([N:23]3[CH2:28][CH2:27][O:26][CH2:25][CH2:24]3)[CH:17]=[C:18]([C:19]([O:21]C)=[O:20])[C:13]=2[N:12]=[C:11]1[CH3:29].[Li+].[OH-]. (4) Given the product [NH2:8][C:9]1[C:49]([CH3:50])=[CH:48][C:12]([O:13][C:14]2[CH:15]=[CH:16][C:17]3[N:29]=[C:30]([CH2:31][O:32][C:33]4[CH:34]=[CH:35][C:36]([CH2:39][CH:40]5[S:44][C:43](=[O:45])[NH:42][C:41]5=[O:46])=[CH:37][CH:38]=4)[N:20]([CH3:28])[C:18]=3[CH:19]=2)=[CH:11][C:10]=1[CH3:51], predict the reactants needed to synthesize it. The reactants are: C(OC([NH:8][C:9]1[C:49]([CH3:50])=[CH:48][C:12]([O:13][C:14]2[CH:15]=[CH:16][C:17]([NH:29][C:30](=O)[CH2:31][O:32][C:33]3[CH:38]=[CH:37][C:36]([CH2:39][CH:40]4[S:44][C:43](=[O:45])[NH:42][C:41]4=[O:46])=[CH:35][CH:34]=3)=[C:18]([N:20]([CH3:28])C(=O)OC(C)(C)C)[CH:19]=2)=[CH:11][C:10]=1[CH3:51])=O)(C)(C)C.Cl. (5) Given the product [CH:1]1([N:6]2[CH:14]=[C:13]3[C:8]([N:9]=[C:10]([C:16]([F:25])([F:24])[C:17]4[CH:22]=[CH:21][C:20]([F:23])=[CH:19][N:18]=4)[N:11]=[C:12]3[NH:46][C:43]3[CH:42]=[C:41]([CH3:40])[NH:45][N:44]=3)=[N:7]2)[CH2:5][CH2:4][CH2:3][CH2:2]1, predict the reactants needed to synthesize it. The reactants are: [CH:1]1([N:6]2[CH:14]=[C:13]3[C:8]([N:9]=[C:10]([C:16]([F:25])([F:24])[C:17]4[CH:22]=[CH:21][C:20]([F:23])=[CH:19][N:18]=4)[N:11]=[C:12]3O)=[N:7]2)[CH2:5][CH2:4][CH2:3][CH2:2]1.P(Br)(Br)(Br)=O.CCN(C(C)C)C(C)C.[CH3:40][C:41]1[NH:45][N:44]=[C:43]([NH2:46])[CH:42]=1. (6) Given the product [C:9]([C:12]1[CH:46]=[CH:45][C:15]([O:16][CH2:17][C:18]2[CH:19]=[C:20]([NH:24][C:25](=[O:44])[C:26]3[CH:31]=[CH:30][CH:29]=[C:28]([C:32]([OH:33])=[C:34]4[C:4](=[O:8])[CH2:5][N:6]([CH3:7])[C:35]4=[O:36])[CH:27]=3)[CH:21]=[CH:22][CH:23]=2)=[C:14]([CH2:47][CH2:48][CH3:49])[C:13]=1[OH:50])(=[O:11])[CH3:10], predict the reactants needed to synthesize it. The reactants are: Cl.CO[C:4](=[O:8])[CH2:5][NH:6][CH3:7].[C:9]([C:12]1[CH:46]=[CH:45][C:15]([O:16][CH2:17][C:18]2[CH:19]=[C:20]([NH:24][C:25](=[O:44])[C:26]3[CH:31]=[CH:30][CH:29]=[C:28]([C:32](=[C:34]4C(=O)OC(C)(C)[O:36][C:35]4=O)[OH:33])[CH:27]=3)[CH:21]=[CH:22][CH:23]=2)=[C:14]([CH2:47][CH2:48][CH3:49])[C:13]=1[OH:50])(=[O:11])[CH3:10].C(N(CC)CC)C.[OH-].[K+]. (7) Given the product [Cl:1][C:2]1[CH:7]=[C:6]([O:8][CH3:9])[CH:5]=[CH:4][C:3]=1[C:10]1[C:11]([C:16]([OH:18])=[O:17])=[CH:12][CH:13]=[CH:14][CH:15]=1, predict the reactants needed to synthesize it. The reactants are: [Cl:1][C:2]1[CH:7]=[C:6]([O:8][CH3:9])[CH:5]=[CH:4][C:3]=1[C:10]1[C:11]([C:16]([O:18]CC)=[O:17])=[CH:12][CH:13]=[CH:14][CH:15]=1.[OH-].[Na+].O.C1(C)C=CC=CC=1. (8) Given the product [Cl:18][C:19]1[CH:25]=[CH:24][CH:23]=[CH:22][C:20]=1[NH:21][C:10]1[C:37]2[CH:39]=[CH:40][CH:41]=[CH:36][C:35]=2[C:38]2[C:17]3[CH:16]=[CH:2][CH:3]=[CH:4][C:5]=3[CH:6]=[CH:7][C:8]=2[CH:9]=1, predict the reactants needed to synthesize it. The reactants are: Br[C:2]1[CH:3]=[CH:4][C:5]2[C:6]3C(C4[C:17]=2[C:16]=1C=CC=4)=[CH:10][CH:9]=[CH:8][CH:7]=3.[Cl:18][C:19]1[CH:25]=[CH:24][CH:23]=[CH:22][C:20]=1[NH2:21].[C:35](P([C:35]([CH3:38])([CH3:37])[CH3:36])[C:35]([CH3:38])([CH3:37])[CH3:36])([CH3:38])([CH3:37])[CH3:36].[CH3:39][C:40](C)([O-])[CH3:41].[Na+].